From a dataset of Forward reaction prediction with 1.9M reactions from USPTO patents (1976-2016). Predict the product of the given reaction. (1) The product is: [CH3:16][O:15][N:13]1[CH:14]=[C:10]2[CH:9]=[N:8][C:7]3[CH:2]=[C:3]([CH3:20])[CH2:4][N:5]([CH2:17][CH2:18][CH3:19])[C:6]=3[N:11]2[CH2:12]1. Given the reactants Cl[C:2]1[C:7]2[N:8]=[CH:9][C:10]3[N:11]([CH2:12][N:13]([O:15][CH3:16])[CH:14]=3)[C:6]=2[N:5]([CH2:17][CH2:18][CH3:19])[CH2:4][C:3]=1[CH3:20].C(N(CC)CC)C.[H][H], predict the reaction product. (2) Given the reactants [CH2:1]([O:8][C:9]1[CH:10]=[C:11](B(O)O)[CH:12]=[CH:13][C:14]=1[O:15][Si:16]([C:19]([CH3:22])([CH3:21])[CH3:20])([CH3:18])[CH3:17])[C:2]1[CH:7]=[CH:6][CH:5]=[CH:4][CH:3]=1.Br[C:27]1[N:32]=[CH:31][C:30]([CH:33]=[O:34])=[CH:29][CH:28]=1.C(=O)([O-])[O-].[K+].[K+].O, predict the reaction product. The product is: [CH2:1]([O:8][C:9]1[CH:10]=[C:11]([C:27]2[N:32]=[CH:31][C:30]([CH:33]=[O:34])=[CH:29][CH:28]=2)[CH:12]=[CH:13][C:14]=1[O:15][Si:16]([C:19]([CH3:22])([CH3:21])[CH3:20])([CH3:18])[CH3:17])[C:2]1[CH:7]=[CH:6][CH:5]=[CH:4][CH:3]=1. (3) The product is: [CH2:1]([O:3][C:4]1[CH:11]=[CH:10][CH:9]=[C:8]([CH2:12][CH2:13][CH2:14][CH2:15][CH2:16][CH2:17][CH2:18][CH2:19][CH2:20][CH2:21][CH2:22][CH2:23][CH2:24][CH2:25][CH3:26])[C:5]=1[CH:6]1[C:28]([C:27]([O:33][CH2:34][CH3:35])=[O:32])=[C:29]([CH3:31])[NH:54][C:52]([CH3:53])=[C:51]1[C:49]([O:48][CH2:47][CH3:46])=[O:50])[CH3:2]. Given the reactants [CH2:1]([O:3][C:4]1[CH:11]=[CH:10][CH:9]=[C:8]([CH2:12][CH2:13][CH2:14][CH2:15][CH2:16][CH2:17][CH2:18][CH2:19][CH2:20][CH2:21][CH2:22][CH2:23][CH2:24][CH2:25][CH3:26])[C:5]=1[CH:6]=O)[CH3:2].[C:27]([O:33][CH2:34][CH3:35])(=[O:32])[CH2:28][C:29]([CH3:31])=O.C(O)(=O)C.N1CCCCC1.[CH3:46][CH2:47][O:48][C:49](/[CH:51]=[C:52](\[NH2:54])/[CH3:53])=[O:50], predict the reaction product.